From a dataset of Full USPTO retrosynthesis dataset with 1.9M reactions from patents (1976-2016). Predict the reactants needed to synthesize the given product. (1) Given the product [CH3:8][O:9][C:10]1[C:15]([C:2]2[CH:7]=[CH:6][CH:5]=[CH:4][N:3]=2)=[CH:14][CH:13]=[C:12]([O:19][CH3:20])[N:11]=1, predict the reactants needed to synthesize it. The reactants are: Br[C:2]1[CH:7]=[CH:6][CH:5]=[CH:4][N:3]=1.[CH3:8][O:9][C:10]1[C:15](B(O)O)=[CH:14][CH:13]=[C:12]([O:19][CH3:20])[N:11]=1.C([O-])([O-])=O.[K+].[K+]. (2) Given the product [Cl:1][C:2]1[C:3]2[C:17]([I:18])=[CH:16][NH:15][C:4]=2[N:5]=[C:6]([NH:8][C:9](=[O:14])[C:10]([CH3:13])([CH3:11])[CH3:12])[N:7]=1, predict the reactants needed to synthesize it. The reactants are: [Cl:1][C:2]1[C:3]2[CH:17]=[CH:16][NH:15][C:4]=2[N:5]=[C:6]([NH:8][C:9](=[O:14])[C:10]([CH3:13])([CH3:12])[CH3:11])[N:7]=1.[I:18]N1C(=O)CCC1=O. (3) The reactants are: [F:1][C:2]1[CH:35]=[CH:34][C:5]([CH2:6][O:7][CH2:8][C:9]([NH:11][CH2:12][CH2:13][CH2:14][C:15]2[CH:33]=[CH:32][C:18]([O:19][C@@H:20]3[CH2:24][CH2:23][N:22](C(OC(C)(C)C)=O)[CH2:21]3)=[CH:17][CH:16]=2)=[O:10])=[CH:4][CH:3]=1.FC(F)(F)C(O)=O. Given the product [F:1][C:2]1[CH:3]=[CH:4][C:5]([CH2:6][O:7][CH2:8][C:9]([NH:11][CH2:12][CH2:13][CH2:14][C:15]2[CH:33]=[CH:32][C:18]([O:19][C@@H:20]3[CH2:24][CH2:23][NH:22][CH2:21]3)=[CH:17][CH:16]=2)=[O:10])=[CH:34][CH:35]=1, predict the reactants needed to synthesize it. (4) Given the product [C:15]([N:14]1[C:11]2[CH:12]=[CH:13][C:8]([C:5]3[CH:4]=[N:3][C:2]([NH2:1])=[N:7][CH:6]=3)=[CH:9][C:10]=2[N:19]=[C:30]1[C:29]1[CH:32]=[CH:33][CH:34]=[CH:35][C:28]=1[C:26]1[O:25][N:24]=[C:23]([CH:20]([CH3:22])[CH3:21])[N:27]=1)([CH3:16])([CH3:18])[CH3:17], predict the reactants needed to synthesize it. The reactants are: [NH2:1][C:2]1[N:7]=[CH:6][C:5]([C:8]2[CH:9]=[C:10]([NH2:19])[C:11]([NH:14][C:15]([CH3:18])([CH3:17])[CH3:16])=[CH:12][CH:13]=2)=[CH:4][N:3]=1.[CH:20]([C:23]1[N:27]=[C:26]([C:28]2[CH:35]=[CH:34][CH:33]=[CH:32][C:29]=2[CH:30]=O)[O:25][N:24]=1)([CH3:22])[CH3:21].OOS([O-])=O.[K+]. (5) Given the product [CH3:1][C:2]1[CH:7]=[CH:6][C:5]([S:8]([N:11]([C@H:16]([C:41]([NH2:50])=[O:43])[CH2:17][CH2:18][CH2:19][CH2:20][NH:21][C:22]([C@@H:24]([NH:32][S:33]([C:36]2[S:40][CH:39]=[CH:38][CH:37]=2)(=[O:34])=[O:35])[CH2:25][C:26]2[CH:27]=[CH:28][CH:29]=[CH:30][CH:31]=2)=[O:23])[CH2:12][CH:13]([CH3:15])[CH3:14])(=[O:10])=[O:9])=[CH:4][CH:3]=1, predict the reactants needed to synthesize it. The reactants are: [CH3:1][C:2]1[CH:7]=[CH:6][C:5]([S:8]([N:11]([C@H:16]([C:41]([OH:43])=O)[CH2:17][CH2:18][CH2:19][CH2:20][NH:21][C:22]([C@@H:24]([NH:32][S:33]([C:36]2[S:40][CH:39]=[CH:38][CH:37]=2)(=[O:35])=[O:34])[CH2:25][C:26]2[CH:31]=[CH:30][CH:29]=[CH:28][CH:27]=2)=[O:23])[CH2:12][CH:13]([CH3:15])[CH3:14])(=[O:10])=[O:9])=[CH:4][CH:3]=1.C1C([N+:50]([O-])=O)=CC=C(O)C=1.C1CCC(N=C=NC2CCCCC2)CC1.N. (6) Given the product [CH2:16]([N:3]1[C:11]2[C:6](=[CH:7][CH:8]=[CH:9][CH:10]=2)[C:5]([C:12]([O:14][CH3:15])=[O:13])=[CH:4]1)[CH3:17], predict the reactants needed to synthesize it. The reactants are: [H-].[Na+].[NH:3]1[C:11]2[C:6](=[CH:7][CH:8]=[CH:9][CH:10]=2)[C:5]([C:12]([O:14][CH3:15])=[O:13])=[CH:4]1.[CH2:16](I)[CH3:17].O. (7) Given the product [NH2:17][C@H:12]1[CH2:13][CH2:14][CH2:15][CH2:16][C@H:11]1[NH:10][C:7]1[N:8]=[N:9][C:4]([C:1]([NH2:2])=[O:3])=[C:5]([NH:25][C:26]2[CH:31]=[CH:30][CH:29]=[C:28]([CH:32]3[CH2:33][CH2:34][CH2:35]3)[N:27]=2)[CH:6]=1, predict the reactants needed to synthesize it. The reactants are: [C:1]([C:4]1[N:9]=[N:8][C:7]([NH:10][C@@H:11]2[CH2:16][CH2:15][CH2:14][CH2:13][C@@H:12]2[NH:17]C(=O)OC(C)(C)C)=[CH:6][C:5]=1[NH:25][C:26]1[CH:31]=[CH:30][CH:29]=[C:28]([CH:32]2[CH2:35][CH2:34][CH2:33]2)[N:27]=1)(=[O:3])[NH2:2].C(O)(C(F)(F)F)=O. (8) Given the product [OH:2][C:3]1[CH:32]=[CH:31][C:6]([CH2:7][N:8]2[C:16]3[C:11](=[CH:12][C:13]([CH:17]=[C:18]4[S:22][C:21]([N:23]5[CH2:28][CH2:27][N:26]([CH3:29])[CH2:25][CH2:24]5)=[N:20][C:19]4=[O:30])=[CH:14][CH:15]=3)[CH:10]=[N:9]2)=[C:5]([C:33]([F:36])([F:35])[F:34])[CH:4]=1, predict the reactants needed to synthesize it. The reactants are: C[O:2][C:3]1[CH:32]=[CH:31][C:6]([CH2:7][N:8]2[C:16]3[C:11](=[CH:12][C:13]([CH:17]=[C:18]4[S:22][C:21]([N:23]5[CH2:28][CH2:27][N:26]([CH3:29])[CH2:25][CH2:24]5)=[N:20][C:19]4=[O:30])=[CH:14][CH:15]=3)[CH:10]=[N:9]2)=[C:5]([C:33]([F:36])([F:35])[F:34])[CH:4]=1.B(Br)(Br)Br. (9) Given the product [Cl:1][C:2]1[CH:3]=[N+:4]([O-:27])[CH:5]=[C:6]([Cl:26])[C:7]=1[CH2:8][C@@H:9]([C:11]1[CH:16]=[CH:15][C:14]([O:17][CH:18]([F:20])[F:19])=[C:13]([O:21][CH2:22][CH:23]2[CH2:25][CH2:24]2)[CH:12]=1)[O:10][C:36](=[O:37])[C:35]1[CH:39]=[C:40]([CH2:43][NH:44][S:45]([CH3:48])(=[O:47])=[O:46])[CH:41]=[CH:42][C:34]=1[O:33][CH3:32], predict the reactants needed to synthesize it. The reactants are: [Cl:1][C:2]1[CH:3]=[N+:4]([O-:27])[CH:5]=[C:6]([Cl:26])[C:7]=1[CH2:8][C@@H:9]([C:11]1[CH:16]=[CH:15][C:14]([O:17][CH:18]([F:20])[F:19])=[C:13]([O:21][CH2:22][CH:23]2[CH2:25][CH2:24]2)[CH:12]=1)[OH:10].C(Cl)CCl.[CH3:32][O:33][C:34]1[CH:42]=[CH:41][C:40]([CH2:43][NH:44][S:45]([CH3:48])(=[O:47])=[O:46])=[CH:39][C:35]=1[C:36](O)=[O:37].